From a dataset of NCI-60 drug combinations with 297,098 pairs across 59 cell lines. Regression. Given two drug SMILES strings and cell line genomic features, predict the synergy score measuring deviation from expected non-interaction effect. (1) Cell line: MDA-MB-231. Drug 2: C1=CC(=C2C(=C1NCCNCCO)C(=O)C3=C(C=CC(=C3C2=O)O)O)NCCNCCO. Synergy scores: CSS=48.3, Synergy_ZIP=8.78, Synergy_Bliss=7.82, Synergy_Loewe=9.22, Synergy_HSA=11.4. Drug 1: COC1=C(C=C2C(=C1)N=CN=C2NC3=CC(=C(C=C3)F)Cl)OCCCN4CCOCC4. (2) Drug 1: CC(C1=C(C=CC(=C1Cl)F)Cl)OC2=C(N=CC(=C2)C3=CN(N=C3)C4CCNCC4)N. Drug 2: C1=NNC2=C1C(=O)NC=N2. Cell line: UACC62. Synergy scores: CSS=16.9, Synergy_ZIP=0.354, Synergy_Bliss=3.29, Synergy_Loewe=-27.7, Synergy_HSA=3.02.